Dataset: Forward reaction prediction with 1.9M reactions from USPTO patents (1976-2016). Task: Predict the product of the given reaction. (1) Given the reactants [C:1]([O:5][C:6]([NH:8][C@H:9]([C:20]([NH:22][C@@H:23]([C:25]([NH:27][CH2:28][C@H:29]([NH:37]C(OCC1C=CC=CC=1)=O)[CH2:30][C:31]1[CH:36]=[CH:35][CH:34]=[CH:33][CH:32]=1)=[O:26])[CH3:24])=[O:21])[CH2:10][C:11]1[C:16]([CH3:17])=[CH:15][C:14]([OH:18])=[CH:13][C:12]=1[CH3:19])=[O:7])([CH3:4])([CH3:3])[CH3:2], predict the reaction product. The product is: [C:1]([O:5][C:6]([NH:8][C@H:9]([C:20]([NH:22][C@@H:23]([C:25]([NH:27][CH2:28][C@H:29]([NH2:37])[CH2:30][C:31]1[CH:36]=[CH:35][CH:34]=[CH:33][CH:32]=1)=[O:26])[CH3:24])=[O:21])[CH2:10][C:11]1[C:16]([CH3:17])=[CH:15][C:14]([OH:18])=[CH:13][C:12]=1[CH3:19])=[O:7])([CH3:2])([CH3:3])[CH3:4]. (2) Given the reactants CO[C:3]1[CH2:7][N:6]([CH2:8][CH3:9])[C:5](=[O:10])[CH:4]=1.[NH2:11][C:12]1[C:19]([Br:20])=[CH:18][CH:17]=[CH:16][C:13]=1[C:14]#[N:15], predict the reaction product. The product is: [Br:20][C:19]1[C:12]([NH:11][C:3]2[CH2:7][N:6]([CH2:8][CH3:9])[C:5](=[O:10])[CH:4]=2)=[C:13]([CH:16]=[CH:17][CH:18]=1)[C:14]#[N:15]. (3) Given the reactants Br[C:2]1[CH:3]=[C:4]([CH:9]=[CH:10][N:11]=1)[C:5]([O:7][CH3:8])=[O:6].[NH:12]1[CH:16]=[CH:15][CH:14]=[N:13]1.CN[C@@H]1CCCC[C@H]1NC.C([O-])([O-])=O.[K+].[K+], predict the reaction product. The product is: [N:12]1([C:2]2[CH:3]=[C:4]([CH:9]=[CH:10][N:11]=2)[C:5]([O:7][CH3:8])=[O:6])[CH:16]=[CH:15][CH:14]=[N:13]1. (4) Given the reactants [CH2:1]([O:8][CH2:9][N:10]1[C:14]2[CH:15]=[N:16][N:17]([CH2:20][O:21]CC[Si](C)(C)C)[C:18](=[O:19])[C:13]=2[C:12](O)=[C:11]1CC1C=CC=CC=1)[C:2]1[CH:7]=[CH:6][CH:5]=[CH:4][CH:3]=1.[CH2:36](OCN1C2C=NNC(=O)C=2C(C(O)(C)C)=C1)[C:37]1[CH:42]=[CH:41][CH:40]=[CH:39][CH:38]=1, predict the reaction product. The product is: [CH2:36]([C:12]1[C:13]2[C:18](=[O:19])[N:17]([CH2:20][OH:21])[N:16]=[CH:15][C:14]=2[N:10]([CH2:9][O:8][CH2:1][C:2]2[CH:7]=[CH:6][CH:5]=[CH:4][CH:3]=2)[CH:11]=1)[C:37]1[CH:42]=[CH:41][CH:40]=[CH:39][CH:38]=1.